Dataset: Reaction yield outcomes from USPTO patents with 853,638 reactions. Task: Predict the reaction yield, written as a fraction of the theoretical maximum amount of product (1.0 means a 100% yield; for example, 0.34 means a 34% yield). The reactants are [F:1][C:2]1[CH:19]=[CH:18][C:17]([F:20])=[CH:16][C:3]=1[CH2:4][N:5]1[CH2:10][CH2:9][NH:8][C:7]2[N:11]=[CH:12][C:13](I)=[CH:14][C:6]1=2.CC1(C)C(C)(C)OB([C:29]2[CH:30]=[CH:31][C:32]([N:35]3[CH2:40][CH2:39][O:38][CH2:37][CH2:36]3)=[N:33][CH:34]=2)O1. No catalyst specified. The product is [F:1][C:2]1[CH:19]=[CH:18][C:17]([F:20])=[CH:16][C:3]=1[CH2:4][N:5]1[CH2:10][CH2:9][NH:8][C:7]2[N:11]=[CH:12][C:13]([C:29]3[CH:34]=[N:33][C:32]([N:35]4[CH2:36][CH2:37][O:38][CH2:39][CH2:40]4)=[CH:31][CH:30]=3)=[CH:14][C:6]1=2. The yield is 0.480.